Dataset: Forward reaction prediction with 1.9M reactions from USPTO patents (1976-2016). Task: Predict the product of the given reaction. (1) Given the reactants [CH:1]1([CH2:4][N:5]([CH2:32][CH:33]2[CH2:35][CH2:34]2)[C:6]2[C:11]([CH2:12][N:13]([CH2:16][C:17]3[CH:22]=[C:21]([C:23]([F:26])([F:25])[F:24])[CH:20]=[C:19]([C:27]([F:30])([F:29])[F:28])[CH:18]=3)C#N)=[CH:10][CH:9]=[C:8]([F:31])[N:7]=2)[CH2:3][CH2:2]1.O.[N-]=[N+]=[N-].[Na+], predict the reaction product. The product is: [F:30][C:27]([F:28])([F:29])[C:19]1[CH:18]=[C:17]([CH:22]=[C:21]([C:23]([F:24])([F:25])[F:26])[CH:20]=1)[CH2:16][NH:13][CH2:12][C:11]1[C:6]([N:5]([CH2:4][CH:1]2[CH2:2][CH2:3]2)[CH2:32][CH:33]2[CH2:35][CH2:34]2)=[N:7][C:8]([F:31])=[CH:9][CH:10]=1. (2) Given the reactants C[O:2][C:3]1[CH:11]=[CH:10][CH:9]=[CH:8][C:4]=1[C:5](Cl)=O.[NH2:12][C:13]1[CH:20]=[CH:19][C:18]([Br:21])=[CH:17][C:14]=1[C:15]#[N:16].[C:22]([O:26][C:27]([N:29]1[CH2:34][CH2:33]C[C@@H:31]([NH2:35])[CH2:30]1)=[O:28])([CH3:25])([CH3:24])[CH3:23], predict the reaction product. The product is: [Br:21][C:18]1[CH:17]=[C:14]2[C:13](=[CH:20][CH:19]=1)[N:12]=[C:5]([C:4]1[CH:8]=[CH:9][CH:10]=[CH:11][C:3]=1[OH:2])[N:16]=[C:15]2[NH:35][C@H:31]1[CH2:33][CH2:34][N:29]([C:27]([O:26][C:22]([CH3:23])([CH3:24])[CH3:25])=[O:28])[CH2:30]1. (3) Given the reactants Cl.Cl.[NH2:3][C:4]1[CH:5]=[CH:6][C:7]([N:11]2[CH2:16][CH2:15][CH2:14][CH:13]([C:17]([N:19]3[CH2:23][CH2:22][CH2:21][CH2:20]3)=O)[CH2:12]2)=[N:8][C:9]=1[NH2:10].C(O)(=O)C.[CH2:28]([N:30](CC)CC)C.[CH:35]1([C:38]2[N:43]=[C:42]([C:44](=N)OCC)[CH:41]=[CH:40][N:39]=2)[CH2:37][CH2:36]1, predict the reaction product. The product is: [CH:35]1([C:38]2[N:43]=[C:42]([C:44]3[NH:10][C:9]4=[N:8][C:7]([N:11]5[CH2:16][CH2:15][CH2:14][CH:13]([C:17]6[N:19]7[CH2:23][CH2:22][CH2:21][C:20]7=[CH:28][N:30]=6)[CH2:12]5)=[CH:6][CH:5]=[C:4]4[N:3]=3)[CH:41]=[CH:40][N:39]=2)[CH2:36][CH2:37]1. (4) Given the reactants [OH:1][C@H:2]1[CH2:6][N:5]([C:7]([O:9][C:10]([CH3:13])([CH3:12])[CH3:11])=[O:8])[C@H:4]([C:14]([O-])=[O:15])[CH2:3]1, predict the reaction product. The product is: [OH:1][C@H:2]1[CH2:6][N:5]([C:7]([O:9][C:10]([CH3:11])([CH3:12])[CH3:13])=[O:8])[C@H:4]([CH2:14][OH:15])[CH2:3]1. (5) Given the reactants C(N1CCCC(NC2C=C(N(CC3C=CC(OC)=CC=3)C3C=CC=CC=3)C3N(C(C#N)=CN=3)N=2)C1)C1C=CC=CC=1.[CH3:42][O:43][C:44]1[CH:68]=[CH:67][C:47]([CH2:48][N:49]([C:61]2[CH:66]=[CH:65][CH:64]=[CH:63][CH:62]=2)[C:50]2[C:51]3[N:52]([CH:58]=[CH:59][N:60]=3)[N:53]=[C:54]([C:56]#[N:57])[CH:55]=2)=[CH:46][CH:45]=1.[H-].C([Al+]CC(C)C)C(C)C.Cl, predict the reaction product. The product is: [NH2:57][CH2:56][C:54]1[CH:55]=[C:50]([N:49]([CH2:48][C:47]2[CH:46]=[CH:45][C:44]([O:43][CH3:42])=[CH:68][CH:67]=2)[C:61]2[CH:62]=[CH:63][CH:64]=[CH:65][CH:66]=2)[C:51]2[N:52]([CH:58]=[CH:59][N:60]=2)[N:53]=1. (6) Given the reactants Cl.[NH2:2][CH:3]1[CH2:8][CH2:7][N:6]([CH2:9][CH2:10][N:11]2[C:16](=[O:17])[CH:15]=[N:14][C:13]3[CH:18]=[CH:19][C:20]([O:22][CH3:23])=[N:21][C:12]2=3)[CH2:5][CH2:4]1.C[O-].[Na+].CO.[O:29]=[C:30]1[CH2:35][S:34][C:33]2[CH:36]=[CH:37][C:38]([CH:40]=O)=[N:39][C:32]=2[NH:31]1.C([BH3-])#N.[Na+].C(=O)([O-])O.[Na+], predict the reaction product. The product is: [CH3:23][O:22][C:20]1[CH:19]=[CH:18][C:13]2[N:14]=[CH:15][C:16](=[O:17])[N:11]([CH2:10][CH2:9][N:6]3[CH2:5][CH2:4][CH:3]([NH:2][CH2:40][C:38]4[CH:37]=[CH:36][C:33]5[S:34][CH2:35][C:30](=[O:29])[NH:31][C:32]=5[N:39]=4)[CH2:8][CH2:7]3)[C:12]=2[N:21]=1. (7) Given the reactants C(O)C.[C:4]([CH2:12][C:13]#[N:14])(=O)[C:5]1[CH:10]=[CH:9][CH:8]=[CH:7][CH:6]=1.C(N(CC)CC)C.[C:22](=[N:25][OH:26])(Cl)[CH3:23], predict the reaction product. The product is: [CH3:23][C:22]1[C:12]([C:13]#[N:14])=[C:4]([C:5]2[CH:10]=[CH:9][CH:8]=[CH:7][CH:6]=2)[O:26][N:25]=1. (8) Given the reactants Cl.[CH3:2][C@H:3]1[CH2:8][O:7][CH2:6][CH:5]([CH3:9])[NH:4]1.[C:10](O[C:10]([O:12][C:13]([CH3:16])([CH3:15])[CH3:14])=[O:11])([O:12][C:13]([CH3:16])([CH3:15])[CH3:14])=[O:11].[OH-].[Na+].C(OC(C)C)(C)C, predict the reaction product. The product is: [C:13]([O:12][C:10]([N:4]1[C@@H:5]([CH3:9])[CH2:6][O:7][CH2:8][C@@H:3]1[CH3:2])=[O:11])([CH3:16])([CH3:15])[CH3:14]. (9) Given the reactants [Br:1][C:2]1[CH:3]=[CH:4][C:5]2[NH:11][CH2:10][CH2:9][N:8]=[C:7]([C:12]3[CH:17]=[CH:16][CH:15]=[CH:14][C:13]=3[F:18])[C:6]=2[CH:19]=1.CO.[BH4-].[Na+], predict the reaction product. The product is: [Br:1][C:2]1[CH:3]=[CH:4][C:5]2[NH:11][CH2:10][CH2:9][NH:8][CH:7]([C:12]3[CH:17]=[CH:16][CH:15]=[CH:14][C:13]=3[F:18])[C:6]=2[CH:19]=1. (10) Given the reactants I[CH2:2][C:3]([O:5][CH2:6][CH3:7])=[O:4].[F:8][C:9]1[CH:14]=[CH:13][C:12]([F:15])=[CH:11][C:10]=1[CH2:16][CH2:17][OH:18].C(C1C=CC=C(C(C)(C)C)N=1)(C)(C)C, predict the reaction product. The product is: [CH2:6]([O:5][C:3](=[O:4])[CH2:2][O:18][CH2:17][CH2:16][C:10]1[CH:11]=[C:12]([F:15])[CH:13]=[CH:14][C:9]=1[F:8])[CH3:7].